This data is from Forward reaction prediction with 1.9M reactions from USPTO patents (1976-2016). The task is: Predict the product of the given reaction. (1) Given the reactants Br[CH2:2][C:3]([C:5]1[CH:13]=[CH:12][C:8]([C:9]([OH:11])=[O:10])=[CH:7][CH:6]=1)=O.[N:14]1([C:20](=[S:22])[NH2:21])[CH2:19]CCC[CH2:15]1, predict the reaction product. The product is: [CH3:15][N:14]([CH3:19])[C:20]1[S:22][CH:2]=[C:3]([C:5]2[CH:13]=[CH:12][C:8]([C:9]([OH:11])=[O:10])=[CH:7][CH:6]=2)[N:21]=1. (2) Given the reactants [NH2:1][C:2]1[N:7]=[C:6]([CH3:8])[N:5]=[C:4]([C:9]2[C:10]([NH:19][C:20]3[CH:21]=[N:22][C:23]([O:27][CH3:28])=[C:24]([F:26])[CH:25]=3)=[N:11][CH:12]=[C:13]([CH:18]=2)[C:14](OC)=[O:15])[N:3]=1.[CH2:29]([Mg]Br)[CH3:30].C([O-])(O)=O.[Na+].CC(O)C.C(Cl)Cl, predict the reaction product. The product is: [NH2:1][C:2]1[N:7]=[C:6]([CH3:8])[N:5]=[C:4]([C:9]2[CH:18]=[C:13]([C:14]3([OH:15])[CH2:30][CH2:29]3)[CH:12]=[N:11][C:10]=2[NH:19][C:20]2[CH:21]=[N:22][C:23]([O:27][CH3:28])=[C:24]([F:26])[CH:25]=2)[N:3]=1. (3) Given the reactants [CH3:1][O:2][C:3](=[O:17])[C:4]1[CH:9]=[C:8]([N+:10]([O-:12])=[O:11])[C:7]([O:13][CH2:14][CH3:15])=[CH:6][C:5]=1[NH2:16].CO[CH:20](OC)[N:21]([CH3:23])[CH3:22], predict the reaction product. The product is: [CH3:20][N:21]([CH:23]=[N:16][C:5]1[CH:6]=[C:7]([O:13][CH2:14][CH3:15])[C:8]([N+:10]([O-:12])=[O:11])=[CH:9][C:4]=1[C:3]([O:2][CH3:1])=[O:17])[CH3:22]. (4) Given the reactants [N:1]1[C:10]2[CH:9]([NH:11][CH2:12][CH2:13][CH2:14][CH2:15][NH:16]C(=O)OC(C)(C)C)[CH2:8][CH2:7][CH2:6][C:5]=2[CH:4]=[CH:3][CH:2]=1.[Br:24][C:25]1[C:26]2[N:27]([CH:32]=[C:33]([CH:35]=O)[N:34]=2)[CH:28]=[C:29]([CH3:31])[CH:30]=1, predict the reaction product. The product is: [Br:24][C:25]1[C:26]2[N:27]([CH:32]=[C:33]([CH2:35][N:11]([CH:9]3[C:10]4[N:1]=[CH:2][CH:3]=[CH:4][C:5]=4[CH2:6][CH2:7][CH2:8]3)[CH2:12][CH2:13][CH2:14][CH2:15][NH2:16])[N:34]=2)[CH:28]=[C:29]([CH3:31])[CH:30]=1. (5) Given the reactants O[CH2:2][C:3]1[CH:12]=[N:11][C:10]2[N:9]3[CH2:13][CH2:14][CH2:15][CH2:16][C@H:8]3[C:7](=[O:17])[NH:6][C:5]=2[CH:4]=1.[I-].C(C[P+](C)(C)C)#N.C(N(C(C)C)C(C)C)C.Cl.[Cl:36][C:37]1[CH:42]=[CH:41][C:40]([CH:43]2[CH2:48][CH2:47][NH:46][CH2:45][CH2:44]2)=[CH:39][CH:38]=1, predict the reaction product. The product is: [Cl:36][C:37]1[CH:42]=[CH:41][C:40]([CH:43]2[CH2:44][CH2:45][N:46]([CH2:2][C:3]3[CH:12]=[N:11][C:10]4[N:9]5[CH2:13][CH2:14][CH2:15][CH2:16][C@H:8]5[C:7](=[O:17])[NH:6][C:5]=4[CH:4]=3)[CH2:47][CH2:48]2)=[CH:39][CH:38]=1. (6) Given the reactants O=S(Cl)[Cl:3].[C:5]1([CH2:11][CH2:12][CH2:13][CH2:14][C:15]2[O:19][C:18]([C:20]([OH:22])=O)=[CH:17][CH:16]=2)[CH:10]=[CH:9][CH:8]=[CH:7][CH:6]=1, predict the reaction product. The product is: [C:5]1([CH2:11][CH2:12][CH2:13][CH2:14][C:15]2[O:19][C:18]([C:20]([Cl:3])=[O:22])=[CH:17][CH:16]=2)[CH:10]=[CH:9][CH:8]=[CH:7][CH:6]=1. (7) Given the reactants FC1C=C2C(C(C3C=C(N)C(N)=CC=3)=CN2S(C2C=CC=CC=2)(=O)=O)=CC=1.Br[C:29]1[CH:39]=[CH:38][C:32]2[CH2:33][NH:34][S:35](=[O:37])(=[O:36])[C:31]=2[CH:30]=1.[F:40][C:41]1[CH:49]=[C:48]2[C:44]([C:45](B3OC(C)(C)C(C)(C)O3)=[CH:46][N:47]2[C:50]([O:52][C:53]([CH3:56])([CH3:55])[CH3:54])=[O:51])=[CH:43][CH:42]=1, predict the reaction product. The product is: [O:36]=[S:35]1(=[O:37])[C:31]2[CH:30]=[C:29]([C:45]3[C:44]4[C:48](=[CH:49][C:41]([F:40])=[CH:42][CH:43]=4)[N:47]([C:50]([O:52][C:53]([CH3:56])([CH3:55])[CH3:54])=[O:51])[CH:46]=3)[CH:39]=[CH:38][C:32]=2[CH2:33][NH:34]1.